Dataset: Peptide-MHC class II binding affinity with 134,281 pairs from IEDB. Task: Regression. Given a peptide amino acid sequence and an MHC pseudo amino acid sequence, predict their binding affinity value. This is MHC class II binding data. The peptide sequence is KKWIKVEYGNLSLSGIA. The MHC is DRB3_0301 with pseudo-sequence DRB3_0301. The binding affinity (normalized) is 0.571.